This data is from Full USPTO retrosynthesis dataset with 1.9M reactions from patents (1976-2016). The task is: Predict the reactants needed to synthesize the given product. (1) Given the product [Cl:1][C:2]1[CH:3]=[C:4]([CH:17]=[CH:18][C:19]=1[F:20])[CH2:5][N:6]1[CH2:11][CH2:10][C:9]([CH2:12][OH:13])=[CH:8][C:7]1=[O:16], predict the reactants needed to synthesize it. The reactants are: [Cl:1][C:2]1[CH:3]=[C:4]([CH:17]=[CH:18][C:19]=1[F:20])[CH2:5][N:6]1[CH2:11][CH2:10][C:9]([C:12](OC)=[O:13])=[CH:8][C:7]1=[O:16].[BH4-].[Li+]. (2) Given the product [CH:22]1([CH2:21][C:20]([C:11]2[NH:10][C:14]3=[N:15][CH:16]=[C:17]([F:19])[CH:18]=[C:13]3[CH:12]=2)([C:28]2[CH:33]=[CH:32][C:31]([S:34]([CH3:37])(=[O:36])=[O:35])=[CH:30][CH:29]=2)[OH:27])[CH2:23][CH2:24][CH2:25][CH2:26]1, predict the reactants needed to synthesize it. The reactants are: C1(S([N:10]2[C:14]3=[N:15][CH:16]=[C:17]([F:19])[CH:18]=[C:13]3[CH:12]=[C:11]2[C:20]([C:28]2[CH:33]=[CH:32][C:31]([S:34]([CH3:37])(=[O:36])=[O:35])=[CH:30][CH:29]=2)([OH:27])[CH2:21][CH:22]2[CH2:26][CH2:25][CH2:24][CH2:23]2)(=O)=O)C=CC=CC=1.[F-].C([N+](CCCC)(CCCC)CCCC)CCC. (3) The reactants are: [NH2:1][C:2]1[C:3]([SH:9])=[N:4][CH:5]=[N:6][C:7]=1[SH:8].[C:10](OCC(Cl)=O)(=[O:12])[CH3:11]. Given the product [SH:8][C:7]1[C:2]2[N:1]=[C:11]([CH2:10][OH:12])[S:9][C:3]=2[N:4]=[CH:5][N:6]=1, predict the reactants needed to synthesize it. (4) Given the product [Si:1]([O:18][CH:19]1[CH2:22][C:21]([CH2:23][C:24]#[N:25])([N:26]2[CH:30]=[C:29]([C:31]3[CH:36]=[CH:35][N:34]=[C:33]4[N:37]([CH2:40][O:41][CH2:42][CH2:43][Si:44]([CH3:47])([CH3:46])[CH3:45])[CH:38]=[CH:39][C:32]=34)[CH:28]=[N:27]2)[CH2:20]1)([C:14]([CH3:17])([CH3:16])[CH3:15])([C:8]1[CH:13]=[CH:12][CH:11]=[CH:10][CH:9]=1)[C:2]1[CH:3]=[CH:4][CH:5]=[CH:6][CH:7]=1, predict the reactants needed to synthesize it. The reactants are: [Si:1]([O:18][CH:19]1[CH2:22][C:21](=[CH:23][C:24]#[N:25])[CH2:20]1)([C:14]([CH3:17])([CH3:16])[CH3:15])([C:8]1[CH:13]=[CH:12][CH:11]=[CH:10][CH:9]=1)[C:2]1[CH:7]=[CH:6][CH:5]=[CH:4][CH:3]=1.[NH:26]1[CH:30]=[C:29]([C:31]2[CH:36]=[CH:35][N:34]=[C:33]3[N:37]([CH2:40][O:41][CH2:42][CH2:43][Si:44]([CH3:47])([CH3:46])[CH3:45])[CH:38]=[CH:39][C:32]=23)[CH:28]=[N:27]1.C(#N)C.N12CCCN=C1CCCCC2. (5) Given the product [CH3:5][N:6]([CH2:7][C:8]1[NH:9][C:10]2[C:15]([C:16]=1[CH3:17])=[CH:14][CH:13]=[CH:12][CH:11]=2)[C:32](=[O:33])/[CH:31]=[CH:30]/[C:27]1[CH:28]=[N:29][C:22]2[NH:21][C:20](=[O:19])[CH2:25][O:24][C:23]=2[CH:26]=1, predict the reactants needed to synthesize it. The reactants are: C(Cl)CCl.[CH3:5][NH:6][CH2:7][C:8]1[NH:9][C:10]2[C:15]([C:16]=1[CH3:17])=[CH:14][CH:13]=[CH:12][CH:11]=2.Cl.[O:19]=[C:20]1[CH2:25][O:24][C:23]2[CH:26]=[C:27](/[CH:30]=[CH:31]/[C:32](O)=[O:33])[CH:28]=[N:29][C:22]=2[NH:21]1.C1C=CC2N(O)N=NC=2C=1.CCN(C(C)C)C(C)C. (6) Given the product [C:33]([CH2:32][CH2:31][CH2:30][C:27]1[CH:28]=[CH:29][C:24]([N:23]2[C:18]3([CH2:22][CH2:21][CH2:20][CH2:19]3)[C:16](=[O:36])[N:1]([C:4]3[CH:11]=[CH:10][C:7]([C:8]#[N:9])=[C:6]([C:12]([F:13])([F:15])[F:14])[CH:5]=3)[C:2]2=[S:3])=[CH:25][CH:26]=1)#[N:34], predict the reactants needed to synthesize it. The reactants are: [N:1]([C:4]1[CH:11]=[CH:10][C:7]([C:8]#[N:9])=[C:6]([C:12]([F:15])([F:14])[F:13])[CH:5]=1)=[C:2]=[S:3].[C:16]([C:18]1([NH:23][C:24]2[CH:29]=[CH:28][C:27]([CH2:30][CH2:31][CH2:32][C:33]#[N:34])=[CH:26][CH:25]=2)[CH2:22][CH2:21][CH2:20][CH2:19]1)#N.C[OH:36].Cl. (7) Given the product [Cl:18][C:19]1[CH:20]=[CH:21][C:22]([NH:23][C:24](=[O:28])[C:25]([C:26]#[N:27])=[CH:8][C:7]2[CH:6]=[C:5]([C:1]([CH3:2])([CH3:4])[CH3:3])[C:12]([OH:13])=[C:11]([C:14]([CH3:15])([CH3:16])[CH3:17])[CH:10]=2)=[CH:29][CH:30]=1, predict the reactants needed to synthesize it. The reactants are: [C:1]([C:5]1[CH:6]=[C:7]([CH:10]=[C:11]([C:14]([CH3:17])([CH3:16])[CH3:15])[C:12]=1[OH:13])[CH:8]=O)([CH3:4])([CH3:3])[CH3:2].[Cl:18][C:19]1[CH:30]=[CH:29][C:22]([NH:23][C:24](=[O:28])[CH2:25][C:26]#[N:27])=[CH:21][CH:20]=1. (8) Given the product [N:49]1[O:53][N:52]=[C:51]2[CH:54]=[C:55]([C:58]3[CH:59]=[C:60]([NH:64][C:22]([C:17]4[C:18](=[O:21])[O:19][C:20]5[C:15]([CH:16]=4)=[CH:14][CH:13]=[CH:12][C:11]=5[OH:10])=[O:24])[CH:61]=[CH:62][CH:63]=3)[CH:56]=[CH:57][C:50]=12, predict the reactants needed to synthesize it. The reactants are: CCN(C(C)C)C(C)C.[OH:10][C:11]1[CH:12]=[CH:13][CH:14]=[C:15]2[C:20]=1[O:19][C:18](=[O:21])[C:17]([C:22]([OH:24])=O)=[CH:16]2.CN(C(ON1N=NC2C=CC=NC1=2)=[N+](C)C)C.F[P-](F)(F)(F)(F)F.[N:49]1[O:53][N:52]=[C:51]2[CH:54]=[C:55]([C:58]3[CH:59]=[C:60]([NH2:64])[CH:61]=[CH:62][CH:63]=3)[CH:56]=[CH:57][C:50]=12.